Dataset: Full USPTO retrosynthesis dataset with 1.9M reactions from patents (1976-2016). Task: Predict the reactants needed to synthesize the given product. (1) Given the product [C:10]([C:8]1[CH:9]=[C:5]([C:3]([OH:2])=[O:4])[S:6][C:7]=1[S:12]([CH3:15])(=[O:14])=[O:13])(=[O:27])[NH2:11], predict the reactants needed to synthesize it. The reactants are: C[O:2][C:3]([C:5]1[S:6][C:7]([S:12]([CH3:15])(=[O:14])=[O:13])=[C:8]([C:10]#[N:11])[CH:9]=1)=[O:4].[Li+].[OH-].Cl.C(C1C=C(C(O)=O)SC=1S(C)(=O)=[O:27])#N. (2) Given the product [F:1][C:2]1[CH:7]=[CH:6][C:5]([C:8]2[O:9][C:10]3[CH:20]=[C:19]([N:21]([CH2:42][C:41]4[CH:44]=[CH:45][C:38]([O:37][CH3:36])=[CH:39][CH:40]=4)[S:22]([CH3:25])(=[O:23])=[O:24])[C:18]([O:26][CH:27]([CH3:29])[CH3:28])=[CH:17][C:11]=3[C:12]=2[C:13]([O:15][CH3:16])=[O:14])=[CH:4][CH:3]=1, predict the reactants needed to synthesize it. The reactants are: [F:1][C:2]1[CH:7]=[CH:6][C:5]([C:8]2[O:9][C:10]3[CH:20]=[C:19]([NH:21][S:22]([CH3:25])(=[O:24])=[O:23])[C:18]([O:26][CH:27]([CH3:29])[CH3:28])=[CH:17][C:11]=3[C:12]=2[C:13]([O:15][CH3:16])=[O:14])=[CH:4][CH:3]=1.C(=O)([O-])[O-].[K+].[K+].[CH3:36][O:37][C:38]1[CH:45]=[CH:44][C:41]([CH2:42]Br)=[CH:40][CH:39]=1. (3) Given the product [CH2:1]([C:3]([C:21]1[CH:26]=[CH:25][C:24]([OH:27])=[C:23]([CH3:28])[CH:22]=1)([C:6]1[CH:11]=[CH:10][C:9]([CH2:12][CH2:13][CH:14]([OH:19])[C:15]2([CH3:18])[CH2:17][CH2:16]2)=[C:8]([CH3:20])[CH:7]=1)[CH2:4][CH3:5])[CH3:2], predict the reactants needed to synthesize it. The reactants are: [CH2:1]([C:3]([C:21]1[CH:26]=[CH:25][C:24]([OH:27])=[C:23]([CH3:28])[CH:22]=1)([C:6]1[CH:11]=[CH:10][C:9]([C:12]#[C:13][CH:14]([OH:19])[C:15]2([CH3:18])[CH2:17][CH2:16]2)=[C:8]([CH3:20])[CH:7]=1)[CH2:4][CH3:5])[CH3:2].